Dataset: Reaction yield outcomes from USPTO patents with 853,638 reactions. Task: Predict the reaction yield, written as a fraction of the theoretical maximum amount of product (1.0 means a 100% yield; for example, 0.34 means a 34% yield). (1) The catalyst is O1CCOCC1.O. The product is [F:14][C:15]1[CH:23]=[C:22]2[C:18]([C:19]([C:2]3[CH:3]=[CH:4][C:5]4[S:9](=[O:11])(=[O:10])[N:8]=[C:7]([CH3:12])[C:6]=4[CH:13]=3)=[CH:20][N:21]2[C:24]([O:26][C:27]([CH3:30])([CH3:29])[CH3:28])=[O:25])=[CH:17][CH:16]=1. The yield is 0.100. The reactants are Br[C:2]1[CH:3]=[CH:4][C:5]2[S:9](=[O:11])(=[O:10])[N:8]=[C:7]([CH3:12])[C:6]=2[CH:13]=1.[F:14][C:15]1[CH:23]=[C:22]2[C:18]([C:19](B3OC(C)(C)C(C)(C)O3)=[CH:20][N:21]2[C:24]([O:26][C:27]([CH3:30])([CH3:29])[CH3:28])=[O:25])=[CH:17][CH:16]=1.[O-]P([O-])([O-])=O.[K+].[K+].[K+]. (2) The yield is 0.150. No catalyst specified. The product is [F:1][C:2]1[CH:3]=[CH:4][C:5]([C:8]2[N:9]=[C:10]([CH:13]([NH:20][CH:21]3[CH2:26][CH2:25][CH2:24][CH2:23][CH2:22]3)[CH2:14][CH2:15][CH2:16][CH2:17][CH2:18][CH3:19])[NH:11][CH:12]=2)=[CH:6][CH:7]=1. The reactants are [F:1][C:2]1[CH:7]=[CH:6][C:5]([C:8]2[N:9]=[C:10]([CH:13]([NH2:20])[CH2:14][CH2:15][CH2:16][CH2:17][CH2:18][CH3:19])[NH:11][CH:12]=2)=[CH:4][CH:3]=1.[C:21]1(=O)[CH2:26][CH2:25][CH2:24][CH2:23][CH2:22]1. (3) The reactants are [O:1]=[C:2]1[CH:11]=[C:10]([C:12]([F:15])([F:14])[F:13])[C:9]2[C:4](=[CH:5][CH:6]=[C:7]([CH2:16][C:17]3[CH:22]=[CH:21][C:20]([S:23](Cl)(=[O:25])=[O:24])=[CH:19][CH:18]=3)[CH:8]=2)[NH:3]1.[CH2:27]([NH2:31])[CH2:28][CH2:29][CH3:30]. No catalyst specified. The product is [CH2:27]([NH:31][S:23]([C:20]1[CH:21]=[CH:22][C:17]([CH2:16][C:7]2[CH:8]=[C:9]3[C:4](=[CH:5][CH:6]=2)[NH:3][C:2](=[O:1])[CH:11]=[C:10]3[C:12]([F:15])([F:14])[F:13])=[CH:18][CH:19]=1)(=[O:25])=[O:24])[CH2:28][CH2:29][CH3:30]. The yield is 0.840. (4) The reactants are [CH3:1][O:2][C:3]1[CH:4]=[C:5]([C:11]2[C:19]3[C:14](=[CH:15][CH:16]=[C:17]([C:20]#[N:21])[CH:18]=3)[N:13](C3CCCCO3)[N:12]=2)[CH:6]=[CH:7][C:8]=1[O:9][CH3:10].Cl.O. The catalyst is CO. The product is [CH3:1][O:2][C:3]1[CH:4]=[C:5]([C:11]2[C:19]3[C:14](=[CH:15][CH:16]=[C:17]([C:20]#[N:21])[CH:18]=3)[NH:13][N:12]=2)[CH:6]=[CH:7][C:8]=1[O:9][CH3:10]. The yield is 0.930. (5) The reactants are [Cl:1][C:2]1[N:7]=[C:6]([NH:8][C@@H:9]2[CH2:14][CH2:13][CH2:12][CH2:11][C@H:10]2[NH:15][S:16]([CH3:19])(=[O:18])=[O:17])[C:5]([Cl:20])=[CH:4][N:3]=1.C(=O)([O-])[O-].[Cs+].[Cs+].I[CH2:28][CH3:29].CCOC(C)=O. The catalyst is CC(C)=O. The product is [Cl:1][C:2]1[N:7]=[C:6]([NH:8][C@@H:9]2[CH2:14][CH2:13][CH2:12][CH2:11][C@H:10]2[N:15]([CH2:28][CH3:29])[S:16]([CH3:19])(=[O:18])=[O:17])[C:5]([Cl:20])=[CH:4][N:3]=1. The yield is 0.750. (6) The reactants are [CH3:1][N:2]([C:7]1[CH:12]=[C:11]([N+:13]([O-])=O)[CH:10]=[CH:9][C:8]=1[C:16]([N:18]1[CH2:23][CH2:22][O:21][CH2:20][CH2:19]1)=[O:17])[S:3]([CH3:6])(=[O:5])=[O:4].[Cl-].[NH4+].C1COCC1. The catalyst is CO.[Zn]. The product is [NH2:13][C:11]1[CH:10]=[CH:9][C:8]([C:16]([N:18]2[CH2:19][CH2:20][O:21][CH2:22][CH2:23]2)=[O:17])=[C:7]([N:2]([CH3:1])[S:3]([CH3:6])(=[O:5])=[O:4])[CH:12]=1. The yield is 0.740. (7) The yield is 0.560. The reactants are [CH2:1]([N:8]1[C:16]2[C:11](=[CH:12][CH:13]=[CH:14][CH:15]=2)[CH:10]=[C:9]1[C:17]([OH:19])=O)[C:2]1[CH:7]=[CH:6][CH:5]=[CH:4][CH:3]=1.[NH2:20][C@H:21]([C:23]([NH:25][C@H:26]([CH:39]=[O:40])[CH2:27][C:28](=[N:34][NH:35][C:36]([NH2:38])=[O:37])[O:29][C:30]([CH3:33])([CH3:32])[CH3:31])=[O:24])[CH3:22].CCN=C=NCCCN(C)C. The product is [CH2:1]([N:8]1[C:16]2[C:11](=[CH:12][CH:13]=[CH:14][CH:15]=2)[CH:10]=[C:9]1[C:17]([NH:20][C@H:21]([C:23]([NH:25][C@H:26]([CH:39]=[O:40])[CH2:27][C:28](=[N:34][NH:35][C:36]([NH2:38])=[O:37])[O:29][C:30]([CH3:31])([CH3:33])[CH3:32])=[O:24])[CH3:22])=[O:19])[C:2]1[CH:3]=[CH:4][CH:5]=[CH:6][CH:7]=1. The catalyst is C(Cl)Cl.CN(C1C=CN=CC=1)C.C(OCC)(=O)C. (8) The reactants are [H-].[Na+].[C:3]([O:7][C:8]([N:10]1[CH2:20][CH2:19][C:13]2([O:17][C:16](=[O:18])[NH:15][CH2:14]2)[CH2:12][CH2:11]1)=[O:9])([CH3:6])([CH3:5])[CH3:4].Br[CH2:22][C:23]1[CH:32]=[CH:31][C:30]2[C:25](=[CH:26][CH:27]=[CH:28][CH:29]=2)[C:24]=1O.O. The catalyst is CN(C=O)C. The product is [C:3]([O:7][C:8]([N:10]1[CH2:11][CH2:12][C:13]2([O:17][C:16](=[O:18])[N:15]([CH2:22][C:23]3[CH:32]=[CH:31][C:30]4[C:25](=[CH:26][CH:27]=[CH:28][CH:29]=4)[CH:24]=3)[CH2:14]2)[CH2:19][CH2:20]1)=[O:9])([CH3:6])([CH3:4])[CH3:5]. The yield is 0.340.